Dataset: Peptide-MHC class II binding affinity with 134,281 pairs from IEDB. Task: Regression. Given a peptide amino acid sequence and an MHC pseudo amino acid sequence, predict their binding affinity value. This is MHC class II binding data. (1) The peptide sequence is QWHKEGSSIGKLFTQ. The MHC is HLA-DQA10201-DQB10301 with pseudo-sequence HLA-DQA10201-DQB10301. The binding affinity (normalized) is 0. (2) The peptide sequence is YDKFLANVSTVVTGK. The MHC is DRB1_0101 with pseudo-sequence DRB1_0101. The binding affinity (normalized) is 1.00.